From a dataset of Catalyst prediction with 721,799 reactions and 888 catalyst types from USPTO. Predict which catalyst facilitates the given reaction. (1) Reactant: [C:1]([O:5][C:6]([N:8]1[CH2:12][C@@H:11](O)[CH2:10][C@H:9]1[CH2:14][O:15][Si:16]([C:29]([CH3:32])([CH3:31])[CH3:30])([C:23]1[CH:28]=[CH:27][CH:26]=[CH:25][CH:24]=1)[C:17]1[CH:22]=[CH:21][CH:20]=[CH:19][CH:18]=1)=[O:7])([CH3:4])([CH3:3])[CH3:2].[C:33]1(=[O:43])[NH:37][C:36](=[O:38])[C:35]2=[CH:39][CH:40]=[CH:41][CH:42]=[C:34]12.C1C=CC(P(C2C=CC=CC=2)C2C=CC=CC=2)=CC=1.CC(OC(/N=N/C(OC(C)C)=O)=O)C. Product: [C:1]([O:5][C:6]([N:8]1[CH2:12][C@@H:11]([N:37]2[C:36](=[O:38])[C:35]3=[CH:39][CH:40]=[CH:41][CH:42]=[C:34]3[C:33]2=[O:43])[CH2:10][C@H:9]1[CH2:14][O:15][Si:16]([C:29]([CH3:30])([CH3:32])[CH3:31])([C:23]1[CH:24]=[CH:25][CH:26]=[CH:27][CH:28]=1)[C:17]1[CH:18]=[CH:19][CH:20]=[CH:21][CH:22]=1)=[O:7])([CH3:2])([CH3:3])[CH3:4]. The catalyst class is: 1. (2) Product: [NH4+:20].[OH-:2].[CH3:1][O:2][C:3]1[CH:4]=[C:5]2[C:10](=[CH:11][CH:12]=1)[CH2:9][CH:8]([NH2:18])[CH2:7][CH2:6]2. Reactant: [CH3:1][O:2][C:3]1[CH:4]=[C:5]2[C:10](=[CH:11][CH:12]=1)[CH2:9][C:8](=O)[CH2:7][CH2:6]2.C([O-])(=O)C.[NH4+:18].C([BH3-])#[N:20].[Na+]. The catalyst class is: 5. (3) Reactant: C(OC(=O)[NH:7][C:8]1([C:12]2[CH:17]=[CH:16][C:15]([C:18]3[N:22]4[C:23]5[CH:35]=[CH:34][CH:33]=[N:32][C:24]=5[NH:25][C:26]5[CH:31]=[CH:30][CH:29]=[CH:28][C:27]=5[C:21]4=[N:20][C:19]=3[C:36]3[CH:41]=[CH:40][C:39]([CH2:42][N:43]4[CH2:48][CH2:47][O:46][CH2:45][CH2:44]4)=[CH:38][CH:37]=3)=[CH:14][CH:13]=2)[CH2:11][CH2:10][CH2:9]1)(C)(C)C.[ClH:50].O1CCOCC1. Product: [ClH:50].[ClH:50].[ClH:50].[ClH:50].[N:43]1([CH2:42][C:39]2[CH:40]=[CH:41][C:36]([C:19]3[N:20]=[C:21]4[C:27]5[CH:28]=[CH:29][CH:30]=[CH:31][C:26]=5[NH:25][C:24]5[N:32]=[CH:33][CH:34]=[CH:35][C:23]=5[N:22]4[C:18]=3[C:15]3[CH:14]=[CH:13][C:12]([C:8]4([NH2:7])[CH2:11][CH2:10][CH2:9]4)=[CH:17][CH:16]=3)=[CH:37][CH:38]=2)[CH2:44][CH2:45][O:46][CH2:47][CH2:48]1. The catalyst class is: 5. (4) Product: [Cl:8][C:6]1[CH:5]=[C:4]([C:9]2[CH:13]=[C:12]([C:14]3[CH:15]=[C:16]4[C:21](=[CH:22][CH:23]=3)[N:20]=[CH:19][CH:18]=[N:17]4)[N:11]([CH:24]([C:26]3[CH:38]=[CH:37][C:29]([C:30]([OH:32])=[O:31])=[CH:28][CH:27]=3)[CH3:25])[N:10]=2)[CH:3]=[C:2]([Cl:1])[CH:7]=1. The catalyst class is: 2. Reactant: [Cl:1][C:2]1[CH:3]=[C:4]([C:9]2[CH:13]=[C:12]([C:14]3[CH:15]=[C:16]4[C:21](=[CH:22][CH:23]=3)[N:20]=[CH:19][CH:18]=[N:17]4)[N:11]([CH:24]([C:26]3[CH:38]=[CH:37][C:29]([C:30]([O:32]C(C)(C)C)=[O:31])=[CH:28][CH:27]=3)[CH3:25])[N:10]=2)[CH:5]=[C:6]([Cl:8])[CH:7]=1.C(O)(C(F)(F)F)=O. (5) Reactant: [CH2:1]([O:8][C:9]1[C:10]([F:23])=[CH:11][C:12]([N+:20]([O-])=O)=[C:13]([CH:19]=1)[C:14]([N:16]([CH3:18])[CH3:17])=[O:15])[C:2]1[CH:7]=[CH:6][CH:5]=[CH:4][CH:3]=1.C(O)C.O.[Cl-].[NH4+]. Product: [NH2:20][C:12]1[CH:11]=[C:10]([F:23])[C:9]([O:8][CH2:1][C:2]2[CH:7]=[CH:6][CH:5]=[CH:4][CH:3]=2)=[CH:19][C:13]=1[C:14]([N:16]([CH3:18])[CH3:17])=[O:15]. The catalyst class is: 1. (6) Reactant: [CH2:1]([O:3][C:4](=[O:18])/[CH:5]=[C:6](\[NH:14][C:15](=[O:17])[CH3:16])/[C@H:7]([CH3:13])[C@H:8]([CH3:12])/[CH:9]=[CH:10]/[CH3:11])[CH3:2]. Product: [CH2:1]([O:3][C:4](=[O:18])[CH2:5][C@@H:6]([NH:14][C:15](=[O:17])[CH3:16])[C@H:7]([CH3:13])[C@H:8]([CH3:12])[CH2:9][CH2:10][CH3:11])[CH3:2]. The catalyst class is: 43. (7) Reactant: F[C:2]1[CH:9]=[CH:8][CH:7]=[CH:6][C:3]=1[C:4]#[N:5].[CH3:10][S:11][C:12]1[CH:17]=[CH:16][C:15]([OH:18])=[CH:14][CH:13]=1.C([O-])([O-])=O.[K+].[K+]. Product: [CH3:10][S:11][C:12]1[CH:17]=[CH:16][C:15]([O:18][C:2]2[CH:9]=[CH:8][CH:7]=[CH:6][C:3]=2[C:4]#[N:5])=[CH:14][CH:13]=1. The catalyst class is: 3. (8) Reactant: [CH3:1][O:2][C:3]1[CH:4]=[C:5]([CH:8]=[C:9]([O:13][CH3:14])[C:10]=1[O:11][CH3:12])[CH:6]=O.[ClH:15].CO.C(O[CH:21](OCC)[CH2:22][NH:23][CH2:24][C:25]1[CH:30]=[CH:29][CH:28]=[C:27]([O:31][CH2:32][CH3:33])[CH:26]=1)C. Product: [ClH:15].[CH3:1][O:2][C:3]1[CH:4]=[C:5]([CH:8]=[C:9]([O:13][CH3:14])[C:10]=1[O:11][CH3:12])[CH2:6][C:21]1[C:30]2[C:25](=[CH:26][C:27]([O:31][CH2:32][CH3:33])=[CH:28][CH:29]=2)[CH:24]=[N:23][CH:22]=1. The catalyst class is: 14. (9) Reactant: O=[C:2]1[CH2:7][CH2:6][N:5]([C:8]([O:10][C:11]([CH3:14])([CH3:13])[CH3:12])=[O:9])[CH2:4][CH2:3]1.[C:15]([O:19][C:20]([CH3:23])([CH3:22])[CH3:21])(=[O:18])[NH:16][NH2:17]. Product: [C:20]([O:19][C:15]([NH:16][N:17]=[C:2]1[CH2:7][CH2:6][N:5]([C:8]([O:10][C:11]([CH3:14])([CH3:13])[CH3:12])=[O:9])[CH2:4][CH2:3]1)=[O:18])([CH3:23])([CH3:22])[CH3:21]. The catalyst class is: 11.